Dataset: CYP2C19 inhibition data for predicting drug metabolism from PubChem BioAssay. Task: Regression/Classification. Given a drug SMILES string, predict its absorption, distribution, metabolism, or excretion properties. Task type varies by dataset: regression for continuous measurements (e.g., permeability, clearance, half-life) or binary classification for categorical outcomes (e.g., BBB penetration, CYP inhibition). Dataset: cyp2c19_veith. The drug is O=C(Cn1ccc([N+](=O)[O-])n1)N1CCc2ccccc2C1. The result is 1 (inhibitor).